Dataset: Reaction yield outcomes from USPTO patents with 853,638 reactions. Task: Predict the reaction yield, written as a fraction of the theoretical maximum amount of product (1.0 means a 100% yield; for example, 0.34 means a 34% yield). The reactants are [CH2:1]([C:3]([C:21]1[CH:29]=[CH:28][C:24]([C:25](O)=[O:26])=[C:23]([CH3:30])[CH:22]=1)([C:6]1[CH:11]=[CH:10][C:9]([C:12]#[C:13][C:14]2([OH:19])[CH2:18][CH2:17][CH2:16][CH2:15]2)=[C:8]([CH3:20])[CH:7]=1)[CH2:4][CH3:5])[CH3:2].Cl.[CH3:32][O:33][C:34](=[O:39])[C:35]([NH2:38])([CH3:37])[CH3:36].O.ON1C2C=CC=CC=2N=N1.C(N(CC)CC)C. No catalyst specified. The product is [CH3:32][O:33][C:34](=[O:39])[C:35]([NH:38][C:25](=[O:26])[C:24]1[CH:28]=[CH:29][C:21]([C:3]([CH2:1][CH3:2])([C:6]2[CH:11]=[CH:10][C:9]([C:12]#[C:13][C:14]3([OH:19])[CH2:15][CH2:16][CH2:17][CH2:18]3)=[C:8]([CH3:20])[CH:7]=2)[CH2:4][CH3:5])=[CH:22][C:23]=1[CH3:30])([CH3:37])[CH3:36]. The yield is 0.820.